This data is from Catalyst prediction with 721,799 reactions and 888 catalyst types from USPTO. The task is: Predict which catalyst facilitates the given reaction. (1) Reactant: [CH3:1][C:2]1[CH:7]=[C:6]([CH3:8])[CH:5]=[CH:4][C:3]=1[N:9]1[CH2:14][CH2:13][N:12]([C:15]2[CH:16]=[C:17]([CH:21]3[CH2:30][C:29]([CH3:32])([CH3:31])[C:28]4[C:23](=[CH:24][CH:25]=[C:26]([C:33](O)=[O:34])[CH:27]=4)[NH:22]3)[CH:18]=[N:19][CH:20]=2)[CH2:11][CH2:10]1.Cl.CN(C)CCCN=C=NCC.[CH:48]1([S:51]([NH2:54])(=[O:53])=[O:52])[CH2:50][CH2:49]1. Product: [CH3:1][C:2]1[CH:7]=[C:6]([CH3:8])[CH:5]=[CH:4][C:3]=1[N:9]1[CH2:14][CH2:13][N:12]([C:15]2[CH:16]=[C:17]([CH:21]3[CH2:30][C:29]([CH3:31])([CH3:32])[C:28]4[C:23](=[CH:24][CH:25]=[C:26]([C:33]([NH:54][S:51]([CH:48]5[CH2:50][CH2:49]5)(=[O:53])=[O:52])=[O:34])[CH:27]=4)[NH:22]3)[CH:18]=[N:19][CH:20]=2)[CH2:11][CH2:10]1. The catalyst class is: 119. (2) Reactant: [H-].[H-].[H-].[H-].[Li+].[Al+3].[CH:7]1([CH:10]([NH:17][C:18]([CH:20]2[CH2:25][C:24]([CH3:39])([S:26]([C:29]3[CH:34]=[CH:33][CH:32]=[C:31]([C:35]([F:38])([F:37])[F:36])[CH:30]=3)(=[O:28])=[O:27])[CH2:23][CH2:22][O:21]2)=[O:19])[C:11](N(OC)C)=[O:12])[CH2:9][CH2:8]1. Product: [CH:7]1([CH:10]([NH:17][C:18]([CH:20]2[CH2:25][C:24]([CH3:39])([S:26]([C:29]3[CH:34]=[CH:33][CH:32]=[C:31]([C:35]([F:37])([F:38])[F:36])[CH:30]=3)(=[O:27])=[O:28])[CH2:23][CH2:22][O:21]2)=[O:19])[CH:11]=[O:12])[CH2:9][CH2:8]1. The catalyst class is: 1. (3) Reactant: [Br:1][C:2]1[N:7]=[C:6]([CH2:8][O:9][CH2:10][C:11]([OH:13])=O)[CH:5]=[CH:4][CH:3]=1.[NH:14]1[CH2:19][CH2:18][O:17][CH2:16][CH2:15]1.C(N(C(C)C)C(C)C)C.O.ON1C2C=CC=CC=2N=N1.Cl.CN(C)CCCN=C=NCC. Product: [Br:1][C:2]1[N:7]=[C:6]([CH2:8][O:9][CH2:10][C:11]([N:14]2[CH2:19][CH2:18][O:17][CH2:16][CH2:15]2)=[O:13])[CH:5]=[CH:4][CH:3]=1. The catalyst class is: 4. (4) Reactant: [N:1]1[CH:2]=[CH:3][N:4]2[CH:9]=[CH:8][C:7]([CH2:10][OH:11])=[CH:6][C:5]=12.CC(OI1(OC(C)=O)(OC(C)=O)OC(=O)C2C1=CC=CC=2)=O.[OH-].[Na+]. Product: [N:1]1[CH:2]=[CH:3][N:4]2[CH:9]=[CH:8][C:7]([CH:10]=[O:11])=[CH:6][C:5]=12. The catalyst class is: 22.